This data is from Reaction yield outcomes from USPTO patents with 853,638 reactions. The task is: Predict the reaction yield, written as a fraction of the theoretical maximum amount of product (1.0 means a 100% yield; for example, 0.34 means a 34% yield). The reactants are [F:1][C:2]1[CH:7]=[C:6]([C:8]2[CH:17]=[C:16]3[C:11]([CH:12]=[CH:13][CH:14]=[N:15]3)=[CH:10][CH:9]=2)[CH:5]=[CH:4][C:3]=1[N:18]1[C:22](=[O:23])[NH:21][N:20]=[C:19]1[CH2:24][C@@H:25]1[CH2:29][CH2:28][N:27]([C:30](OC(C)(C)C)=[O:31])[CH2:26]1.[CH3:37][C:38]1(C(O)=O)[CH2:40][CH2:39]1.ON1C2C=CC=CC=2N=N1.Cl.CN(C)CCCN=C=NCC.C(N(CC)C(C)C)(C)C. The catalyst is O1CCOCC1. The product is [F:1][C:2]1[CH:7]=[C:6]([C:8]2[CH:17]=[C:16]3[C:11]([CH:12]=[CH:13][CH:14]=[N:15]3)=[CH:10][CH:9]=2)[CH:5]=[CH:4][C:3]=1[N:18]1[C:19]([CH2:24][C@@H:25]2[CH2:29][CH2:28][N:27]([C:30]([C:38]3([CH3:37])[CH2:40][CH2:39]3)=[O:31])[CH2:26]2)=[N:20][NH:21][C:22]1=[O:23]. The yield is 0.590.